This data is from PAMPA (Parallel Artificial Membrane Permeability Assay) permeability data from NCATS. The task is: Regression/Classification. Given a drug SMILES string, predict its absorption, distribution, metabolism, or excretion properties. Task type varies by dataset: regression for continuous measurements (e.g., permeability, clearance, half-life) or binary classification for categorical outcomes (e.g., BBB penetration, CYP inhibition). Dataset: pampa_ncats. (1) The result is 1 (high permeability). The compound is COC1=CC(=C(C=C1)OC)NC2=C3CCCC3=NC4=CC=CC=C42. (2) The compound is COC1=C(C(=CC(=C1)C2CC(=O)NC3=CC4=C(C=C23)OCCO4)Br)OC. The result is 1 (high permeability). (3) The compound is CC1=CC=C(C=C1)N2C(=C3C(=NN(C(=O)C3=N2)CCCC(=O)NCC4=C(C(=CC=C4)OC)OC)C)C. The result is 1 (high permeability).